This data is from Peptide-MHC class I binding affinity with 185,985 pairs from IEDB/IMGT. The task is: Regression. Given a peptide amino acid sequence and an MHC pseudo amino acid sequence, predict their binding affinity value. This is MHC class I binding data. (1) The peptide sequence is CFTSLVWAPLILA. The MHC is HLA-B44:03 with pseudo-sequence HLA-B44:03. The binding affinity (normalized) is 0.463. (2) The peptide sequence is SGHVFITAKH. The MHC is H-2-Kb with pseudo-sequence H-2-Kb. The binding affinity (normalized) is 0. (3) The peptide sequence is MRMCHEGINPN. The MHC is H-2-Kb with pseudo-sequence H-2-Kb. The binding affinity (normalized) is 0.0148. (4) The peptide sequence is IVYKDCAKL. The MHC is H-2-Kb with pseudo-sequence H-2-Kb. The binding affinity (normalized) is 0.582. (5) The peptide sequence is ALDISFTGA. The MHC is HLA-B14:02 with pseudo-sequence HLA-B14:02. The binding affinity (normalized) is 0.213. (6) The peptide sequence is KINRSKTPY. The MHC is HLA-A01:01 with pseudo-sequence HLA-A01:01. The binding affinity (normalized) is 0.0847.